Dataset: Reaction yield outcomes from USPTO patents with 853,638 reactions. Task: Predict the reaction yield, written as a fraction of the theoretical maximum amount of product (1.0 means a 100% yield; for example, 0.34 means a 34% yield). (1) The reactants are FC(F)(F)S(O[C:7]1[CH:12]=[C:11]([CH3:13])[N:10]=[C:9]([N:14]2[CH2:21][CH:20]3[CH:16]([CH2:17][N:18]([C:22](=[O:35])[C:23]4[C:28]([N:29]5[N:33]=[CH:32][CH:31]=[N:30]5)=[CH:27][CH:26]=[CH:25][C:24]=4[F:34])[CH2:19]3)[CH2:15]2)[N:8]=1)(=O)=O.[NH:38]1[CH2:43][CH2:42][O:41][CH2:40][CH2:39]1. No catalyst specified. The product is [NH3:8].[F:34][C:24]1[CH:25]=[CH:26][CH:27]=[C:28]([N:29]2[N:33]=[CH:32][CH:31]=[N:30]2)[C:23]=1[C:22]([N:18]1[CH2:17][CH:16]2[CH:20]([CH2:21][N:14]([C:9]3[N:10]=[C:11]([CH3:13])[CH:12]=[C:7]([N:38]4[CH2:43][CH2:42][O:41][CH2:40][CH2:39]4)[N:8]=3)[CH2:15]2)[CH2:19]1)=[O:35]. The yield is 0.0800. (2) The reactants are [Cl:1][C:2]1[CH:7]=[CH:6][C:5]([C:8]2([OH:23])[C:13]3([CH2:15][CH2:14]3)[CH2:12][N:11](C(OC(C)(C)C)=O)[CH2:10][CH2:9]2)=[CH:4][CH:3]=1.Cl. The catalyst is O1CCOCC1. The product is [Cl:1][C:2]1[CH:7]=[CH:6][C:5]([C:8]2([OH:23])[C:13]3([CH2:15][CH2:14]3)[CH2:12][NH:11][CH2:10][CH2:9]2)=[CH:4][CH:3]=1. The yield is 0.870. (3) The reactants are Cl[C:2]1[N:10]=[C:9]([Cl:11])[CH:8]=[CH:7][C:3]=1[C:4]([OH:6])=[O:5].[NH3:12]. The catalyst is [Cu]I. The product is [NH2:12][C:2]1[N:10]=[C:9]([Cl:11])[CH:8]=[CH:7][C:3]=1[C:4]([OH:6])=[O:5]. The yield is 0.720.